Dataset: Forward reaction prediction with 1.9M reactions from USPTO patents (1976-2016). Task: Predict the product of the given reaction. Given the reactants OCC1CCN([CH2:9][C:10]2[C:18]3[B:17]([OH:19])[O:16][CH2:15][C:14]=3[CH:13]=[CH:12][CH:11]=2)CC1.[CH3:20][NH:21][CH:22]1[CH2:27][CH2:26][CH2:25][CH2:24][CH2:23]1, predict the reaction product. The product is: [CH3:20][N:21]([CH2:9][C:10]1[C:18]2[B:17]([OH:19])[O:16][CH2:15][C:14]=2[CH:13]=[CH:12][CH:11]=1)[CH:22]1[CH2:27][CH2:26][CH2:25][CH2:24][CH2:23]1.